Task: Predict the product of the given reaction.. Dataset: Forward reaction prediction with 1.9M reactions from USPTO patents (1976-2016) (1) Given the reactants [CH3:1][CH:2]([S:4]([NH:7][CH2:8][C@H:9]1[CH2:14][CH2:13][C@H:12]([NH:15]C(OCC2C=CC=CC=2)=O)[CH2:11][CH2:10]1)(=[O:6])=[O:5])[CH3:3], predict the reaction product. The product is: [NH2:15][C@H:12]1[CH2:13][CH2:14][C@H:9]([CH2:8][NH:7][S:4]([CH:2]([CH3:3])[CH3:1])(=[O:6])=[O:5])[CH2:10][CH2:11]1. (2) Given the reactants C(O)(=O)C.[CH3:5][O:6][C:7]1[CH:8]=[CH:9][C:10]2[N:15]=[CH:14][C:13](=[O:16])[N:12]([CH2:17][CH2:18][CH:19]=O)[C:11]=2[N:21]=1.[NH2:22][C@H:23]1[CH2:27][N:26]([C:28]2[CH:29]=[CH:30][C:31]3[O:32][CH2:33][C:34](=[O:38])[NH:35][C:36]=3[N:37]=2)[C:25](=[O:39])[CH2:24]1.C(OC(=O)N[C@@H]1CC(=O)NC1)(C)(C)C.C(O[BH-](OC(=O)C)OC(=O)C)(=O)C.[Na+].C(=O)([O-])O.[Na+], predict the reaction product. The product is: [CH3:5][O:6][C:7]1[CH:8]=[CH:9][C:10]2[N:15]=[CH:14][C:13](=[O:16])[N:12]([CH2:17][CH2:18][CH2:19][NH:22][C@H:23]3[CH2:27][N:26]([C:28]4[CH:29]=[CH:30][C:31]5[O:32][CH2:33][C:34](=[O:38])[NH:35][C:36]=5[N:37]=4)[C:25](=[O:39])[CH2:24]3)[C:11]=2[N:21]=1. (3) Given the reactants [C:1]([Si:5]([CH3:15])([CH3:14])[O:6][CH2:7][C:8]1[S:9][CH:10]=[C:11]([CH3:13])[CH:12]=1)([CH3:4])([CH3:3])[CH3:2].C([Li])CCC.CCCCCC.CN(C)[CH:29]=[O:30], predict the reaction product. The product is: [Si:5]([O:6][CH2:7][C:8]1[S:9][C:10]([CH:29]=[O:30])=[C:11]([CH3:13])[CH:12]=1)([C:1]([CH3:4])([CH3:3])[CH3:2])([CH3:15])[CH3:14]. (4) Given the reactants [CH2:1]([O:8][C:9]([C:11]1[CH:12]=[C:13]2[C:17](=[CH:18][CH:19]=1)[N:16]([CH2:20][CH:21]1[CH2:23][O:22]1)[CH:15]=[C:14]2[C:24](=[O:37])[CH2:25][CH2:26][C:27]([O:29][CH2:30][C:31]1[CH:36]=[CH:35][CH:34]=[CH:33][CH:32]=1)=[O:28])=[O:10])[C:2]1[CH:7]=[CH:6][CH:5]=[CH:4][CH:3]=1.[CH2:38]([C:46]1[CH:51]=[CH:50][C:49]([OH:52])=[CH:48][CH:47]=1)[CH2:39][CH2:40][CH2:41][CH2:42][CH2:43][CH2:44][CH3:45], predict the reaction product. The product is: [CH2:1]([O:8][C:9]([C:11]1[CH:12]=[C:13]2[C:17](=[CH:18][CH:19]=1)[N:16]([CH2:20][CH:21]([OH:22])[CH2:23][O:52][C:49]1[CH:50]=[CH:51][C:46]([CH2:38][CH2:39][CH2:40][CH2:41][CH2:42][CH2:43][CH2:44][CH3:45])=[CH:47][CH:48]=1)[CH:15]=[C:14]2[C:24](=[O:37])[CH2:25][CH2:26][C:27]([O:29][CH2:30][C:31]1[CH:36]=[CH:35][CH:34]=[CH:33][CH:32]=1)=[O:28])=[O:10])[C:2]1[CH:3]=[CH:4][CH:5]=[CH:6][CH:7]=1. (5) Given the reactants [CH2:1]([NH:8][C:9]([C:11]1[S:15][C:14]([C:16]2[NH:17][N:18]=[CH:19][CH:20]=2)=[N:13][C:12]=1[CH3:21])=[O:10])[C:2]1[CH:7]=[CH:6][CH:5]=[CH:4][CH:3]=1.Br[C:23]([C:26]1[CH:31]=[CH:30][CH:29]=[CH:28][CH:27]=1)([CH3:25])[CH3:24], predict the reaction product. The product is: [CH2:1]([NH:8][C:9]([C:11]1[S:15][C:14]([C:16]2[CH:20]=[CH:19][N:18]([CH2:24][C@@H:23]([C:26]3[CH:31]=[CH:30][CH:29]=[CH:28][CH:27]=3)[CH3:25])[N:17]=2)=[N:13][C:12]=1[CH3:21])=[O:10])[C:2]1[CH:3]=[CH:4][CH:5]=[CH:6][CH:7]=1. (6) Given the reactants [NH2:1][C:2]1[CH:15]=[CH:14][C:5]2[N:6]([C:11](=[O:13])[CH3:12])[CH2:7][CH2:8][CH2:9][O:10][C:4]=2[CH:3]=1.Cl[C:17]1[N:22]=[C:21]([NH:23][C:24]2[C:35]([F:36])=[CH:34][CH:33]=[CH:32][C:25]=2[C:26]([NH:28][CH2:29][C:30]#[CH:31])=[O:27])[C:20]([Cl:37])=[CH:19][N:18]=1.C12(CS(O)(=O)=O)C(C)(C)C(CC1)CC2=O.C(=O)([O-])[O-], predict the reaction product. The product is: [C:11]([N:6]1[C:5]2[CH:14]=[CH:15][C:2]([NH:1][C:17]3[N:22]=[C:21]([NH:23][C:24]4[C:35]([F:36])=[CH:34][CH:33]=[CH:32][C:25]=4[C:26]([NH:28][CH2:29][C:30]#[CH:31])=[O:27])[C:20]([Cl:37])=[CH:19][N:18]=3)=[CH:3][C:4]=2[O:10][CH2:9][CH2:8][CH2:7]1)(=[O:13])[CH3:12]. (7) The product is: [CH:1]1([NH:7][C:8]([C:10]2[C:15]([OH:16])=[C:14]([C:76]([NH:75][CH2:74][C:40]([OH:42])=[O:41])=[O:77])[C:13](=[O:17])[N:12]([CH2:18][C:19]3[CH:20]=[CH:21][CH:22]=[CH:23][CH:24]=3)[CH:11]=2)=[O:9])[CH2:6][CH2:5][CH2:4][CH2:3][CH2:2]1. Given the reactants [CH:1]1([NH:7][C:8]([C:10]2[C:15]([OH:16])=[CH:14][C:13](=[O:17])[N:12]([CH2:18][C:19]3[CH:24]=[CH:23][CH:22]=[CH:21][CH:20]=3)[CH:11]=2)=[O:9])[CH2:6][CH2:5][CH2:4][CH2:3][CH2:2]1.OC1C([C:40]([OH:42])=[O:41])=CN(CC2C=CC=CC=2)C(=O)C=1.CN(C(ON1N=NC2C=CC=NC1=2)=[N+](C)C)C.F[P-](F)(F)(F)(F)F.C1(N)CCCCC1.[CH3:74][N:75](C)[CH:76]=[O:77], predict the reaction product. (8) The product is: [CH:14]1[C:13]2[CH2:12][C:11]3[C:6](=[CH:7][CH:8]=[CH:9][CH:10]=3)[C:5]=2[CH:4]=[CH:3][CH:2]=1. Given the reactants Br[C:2]1[CH:14]=[C:13]2[C:5]([C:6]3[CH:7]=[CH:8][CH:9]=[C:10]([Si]([C:14]4[C:13]5[C:12](CCCCCCCC)(CCCCCCCC)[C:11]6[C:6](=[CH:7][CH:8]=[C:9](Br)[CH:10]=6)[C:5]=5[CH:4]=[CH:3][CH:2]=4)(C)C)[C:11]=3[C:12]2(CCCCCCCC)CCCCCCCC)=[CH:4][CH:3]=1.C(C1(CCCCCCCC)C2C=CC=CC=2C2C1=CC=CC=2)CCCCCCC.[B].BrC1C=CC2C3C(=CC(Br)=CC=3)CC=2C=1.C(=O)([O-])[O-].[K+].[K+], predict the reaction product. (9) Given the reactants C[CH:2]([C:9]1[O:13][N:12]=[C:11]([C:14]2[S:15][CH:16]=[C:17]([CH2:19][CH:20]3[CH2:23][CH2:22][CH2:21]3)[N:18]=2)[CH:10]=1)[C:3]([CH3:8])([CH3:7])[C:4]([OH:6])=[O:5].Br[C:25]1[CH:30]=[CH:29][C:28]([S:31]([NH:34][C@@H:35]([CH3:40])[C:36]([F:39])([F:38])[F:37])(=[O:33])=[O:32])=[C:27]([Cl:41])[C:26]=1[Cl:42], predict the reaction product. The product is: [CH:20]1([CH2:19][C:17]2[N:18]=[C:14]([C:11]3[CH:10]=[C:9]([CH2:2][C:3]([CH3:8])([CH3:7])[C:4]([OH:6])=[O:5])[O:13][N:12]=3)[S:15][C:16]=2[C:25]2[CH:30]=[CH:29][C:28]([S:31](=[O:32])(=[O:33])[NH:34][C@@H:35]([CH3:40])[C:36]([F:38])([F:39])[F:37])=[C:27]([Cl:41])[C:26]=2[Cl:42])[CH2:23][CH2:22][CH2:21]1.